The task is: Predict the product of the given reaction.. This data is from Forward reaction prediction with 1.9M reactions from USPTO patents (1976-2016). (1) The product is: [Br:11][CH2:10][C:5]1[CH:6]=[C:7]([O:8][CH3:9])[C:2]([F:1])=[N:3][CH:4]=1. Given the reactants [F:1][C:2]1[C:7]([O:8][CH3:9])=[CH:6][C:5]([CH3:10])=[CH:4][N:3]=1.[Br:11]N1C(=O)CCC1=O.N(C(C)(C)C#N)=NC(C)(C)C#N, predict the reaction product. (2) The product is: [F:1][C:2]1[CH:3]=[CH:4][C:5]2[N:6]([C:8]([C:11]3[N:16]=[C:15]([NH:17][C@@H:18]4[CH2:23][CH2:22][CH2:21][NH:20][CH2:19]4)[CH:14]=[C:13]([O:31][CH3:32])[N:12]=3)=[CH:9][N:10]=2)[CH:7]=1. Given the reactants [F:1][C:2]1[CH:3]=[CH:4][C:5]2[N:6]([C:8]([C:11]3[N:16]=[C:15]([NH:17][C@@H:18]4[CH2:23][CH2:22][CH2:21][N:20](C(OC(C)(C)C)=O)[CH2:19]4)[CH:14]=[C:13]([O:31][CH3:32])[N:12]=3)=[CH:9][N:10]=2)[CH:7]=1.FC(F)(F)C(O)=O, predict the reaction product.